This data is from Full USPTO retrosynthesis dataset with 1.9M reactions from patents (1976-2016). The task is: Predict the reactants needed to synthesize the given product. (1) Given the product [OH:2][CH2:1][C:3]1[C:11]2[C:6](=[CH:7][CH:8]=[C:9]([CH:12]3[C:13]([C:22]#[N:23])=[C:14]([CH3:21])[NH:15][C:16]([CH3:20])=[C:17]3[C:18]#[N:19])[CH:10]=2)[NH:5][N:4]=1, predict the reactants needed to synthesize it. The reactants are: [CH:1]([C:3]1[C:11]2[C:6](=[CH:7][CH:8]=[C:9]([CH:12]3[C:17]([C:18]#[N:19])=[C:16]([CH3:20])[NH:15][C:14]([CH3:21])=[C:13]3[C:22]#[N:23])[CH:10]=2)[NH:5][N:4]=1)=[O:2].[BH4-].[Na+]. (2) Given the product [CH3:1][O:2][N:3]=[C:4]1[CH2:8][NH:7][C@H:6]([C:16]([O:18][CH3:19])=[O:17])[CH2:5]1, predict the reactants needed to synthesize it. The reactants are: [CH3:1][O:2][N:3]=[C:4]1[CH2:8][N:7](C(OC(C)(C)C)=O)[C@H:6]([C:16]([O:18][CH3:19])=[O:17])[CH2:5]1.C(O)(C(F)(F)F)=O. (3) Given the product [F:2][C:3]1[CH:8]=[CH:7][C:6]([N:9]2[C:20](=[O:19])[C:21]([C:22]([O:24][CH2:25][CH3:26])=[O:23])=[CH:27][NH:10]2)=[CH:5][CH:4]=1, predict the reactants needed to synthesize it. The reactants are: Cl.[F:2][C:3]1[CH:8]=[CH:7][C:6]([NH:9][NH2:10])=[CH:5][CH:4]=1.C(=O)([O-])[O-].[K+].[K+].C([O:19][CH:20]=[C:21]([C:27](OCC)=O)[C:22]([O:24][CH2:25][CH3:26])=[O:23])C.